This data is from Forward reaction prediction with 1.9M reactions from USPTO patents (1976-2016). The task is: Predict the product of the given reaction. (1) Given the reactants Cl.Cl[CH2:3][C:4]1[N:5]([CH3:9])[CH:6]=[CH:7][N:8]=1.CC(C)([O-])C.[Na+].[C:16]1(=[O:26])[NH:20][C:19](=[O:21])[C:18]2=[CH:22][CH:23]=[CH:24][CH:25]=[C:17]12.[K].O, predict the reaction product. The product is: [CH3:9][N:5]1[CH:6]=[CH:7][N:8]=[C:4]1[CH2:3][N:20]1[C:16](=[O:26])[C:17]2[C:18](=[CH:22][CH:23]=[CH:24][CH:25]=2)[C:19]1=[O:21]. (2) Given the reactants [CH3:1][C:2]1[C:3]([N:12]([CH2:19][CH3:20])[CH2:13][CH:14]2[CH2:18][CH2:17][CH2:16][CH2:15]2)=[N:4][C:5]2[C:10]([N:11]=1)=[CH:9][CH:8]=[CH:7][CH:6]=2.[Br:21]N1C(=O)CCC1=O, predict the reaction product. The product is: [Br:21][CH2:1][C:2]1[C:3]([N:12]([CH2:19][CH3:20])[CH2:13][CH:14]2[CH2:18][CH2:17][CH2:16][CH2:15]2)=[N:4][C:5]2[C:10]([N:11]=1)=[CH:9][CH:8]=[CH:7][CH:6]=2. (3) Given the reactants [NH2:1][C:2]1[C:3]2[N:4]([N:11]=[C:12]([C:14]3[O:15][CH:16]=[CH:17][CH:18]=3)[N:13]=2)[CH:5]=[C:6](C(O)=O)[N:7]=1.[CH3:19][C:20]([OH:23])([CH3:22])[CH3:21].C1(P(N=[N+]=[N-])(C2C=CC=CC=2)=O)C=CC=CC=1.C[N:42]([CH:44]=[O:45])C, predict the reaction product. The product is: [C:20]([O:23][C:44](=[O:45])[NH:42][C:6]1[N:7]=[C:2]([NH2:1])[C:3]2[N:4]([N:11]=[C:12]([C:14]3[O:15][CH:16]=[CH:17][CH:18]=3)[N:13]=2)[CH:5]=1)([CH3:22])([CH3:21])[CH3:19]. (4) Given the reactants [F:1][C:2]1[CH:11]=[CH:10][C:9]([CH2:12][C:13]2[C:14]3[NH:23][CH2:22][CH2:21][CH2:20][C:15]=3[C:16](=[O:19])[NH:17][N:18]=2)=[CH:8][C:3]=1[C:4]([O:6]C)=[O:5].[Li+].[OH-].Cl, predict the reaction product. The product is: [F:1][C:2]1[CH:11]=[CH:10][C:9]([CH2:12][C:13]2[C:14]3[NH:23][CH2:22][CH2:21][CH2:20][C:15]=3[C:16](=[O:19])[NH:17][N:18]=2)=[CH:8][C:3]=1[C:4]([OH:6])=[O:5]. (5) The product is: [C:21]([O:25][C:26]([N:28]1[CH2:33][CH2:32][N:31]([C:34]2[CH:35]=[N:36][C:37]([NH:40][C:13]3[N:14]=[CH:15][C:10]4[CH:9]=[C:8]([CH3:19])[C:7](=[O:20])[N:6]([CH:1]5[CH2:5][CH2:4][CH2:3][CH2:2]5)[C:11]=4[N:12]=3)=[CH:38][CH:39]=2)[CH2:30][CH2:29]1)=[O:27])([CH3:24])([CH3:22])[CH3:23]. Given the reactants [CH:1]1([N:6]2[C:11]3[N:12]=[C:13](S(C)=O)[N:14]=[CH:15][C:10]=3[CH:9]=[C:8]([CH3:19])[C:7]2=[O:20])[CH2:5][CH2:4][CH2:3][CH2:2]1.[C:21]([O:25][C:26]([N:28]1[CH2:33][CH2:32][N:31]([C:34]2[CH:35]=[N:36][C:37]([NH2:40])=[CH:38][CH:39]=2)[CH2:30][CH2:29]1)=[O:27])([CH3:24])([CH3:23])[CH3:22].C(OCC)C, predict the reaction product. (6) The product is: [CH3:22][C:12]1[CH:17]=[CH:16][CH:15]=[CH:14][C:13]=1[S:18]([NH:1][C:2]1[CH:3]=[CH:4][CH:5]=[C:6]2[C:11]=1[N:10]=[CH:9][CH:8]=[CH:7]2)(=[O:20])=[O:19]. Given the reactants [NH2:1][C:2]1[CH:3]=[CH:4][CH:5]=[C:6]2[C:11]=1[N:10]=[CH:9][CH:8]=[CH:7]2.[C:12]1([CH3:22])[C:13]([S:18](Cl)(=[O:20])=[O:19])=[CH:14][CH:15]=[CH:16][CH:17]=1, predict the reaction product. (7) Given the reactants [NH2:1][CH2:2][C:3]1[CH:4]=[CH:5][C:6]([Cl:23])=[C:7]([C:9]2[NH:10][C:11](=[O:22])[N:12]([C:14]3[CH:19]=[CH:18][C:17]([F:20])=[C:16]([Cl:21])[CH:15]=3)[N:13]=2)[CH:8]=1.[C:24](Cl)(=[O:29])[C:25]([CH3:28])([CH3:27])[CH3:26].CCN(C(C)C)C(C)C, predict the reaction product. The product is: [Cl:23][C:6]1[CH:5]=[CH:4][C:3]([CH2:2][NH:1][C:24](=[O:29])[C:25]([CH3:28])([CH3:27])[CH3:26])=[CH:8][C:7]=1[C:9]1[NH:10][C:11](=[O:22])[N:12]([C:14]2[CH:19]=[CH:18][C:17]([F:20])=[C:16]([Cl:21])[CH:15]=2)[N:13]=1.